From a dataset of Merck oncology drug combination screen with 23,052 pairs across 39 cell lines. Regression. Given two drug SMILES strings and cell line genomic features, predict the synergy score measuring deviation from expected non-interaction effect. Drug 1: Cc1nc(Nc2ncc(C(=O)Nc3c(C)cccc3Cl)s2)cc(N2CCN(CCO)CC2)n1. Drug 2: Cn1cc(-c2cnn3c(N)c(Br)c(C4CCCNC4)nc23)cn1. Cell line: NCIH23. Synergy scores: synergy=36.6.